This data is from Catalyst prediction with 721,799 reactions and 888 catalyst types from USPTO. The task is: Predict which catalyst facilitates the given reaction. (1) Product: [Cl:1][C:2]1[C:3]2[N:4]([C:15]([CH2:16][C:17]3[S:18][CH:19]=[CH:20][CH:21]=3)=[N:14][N:13]=2)[C:5]2[C:10]([N:11]=1)=[CH:9][CH:8]=[C:7]([Cl:12])[CH:6]=2. Reactant: [Cl:1][C:2]1[C:3]([NH:13][NH:14][C:15](=O)[CH2:16][C:17]2[S:18][CH:19]=[CH:20][CH:21]=2)=[N:4][C:5]2[C:10]([N:11]=1)=[CH:9][CH:8]=[C:7]([Cl:12])[CH:6]=2. The catalyst class is: 265. (2) Reactant: [CH:1]([NH2:4])([CH3:3])[CH3:2].[Cl:5][C:6]1[CH:33]=[CH:32][C:31]([N:34]2[CH:38]=[CH:37][CH:36]=[CH:35]2)=[CH:30][C:7]=1[C:8]([NH:10][C:11](=[O:29])[NH:12][C:13]1[S:14][C:15]2[CH:21]=[C:20]([S:22]([CH2:25][CH2:26][CH2:27]I)(=[O:24])=[O:23])[CH:19]=[CH:18][C:16]=2[N:17]=1)=[O:9]. Product: [Cl:5][C:6]1[CH:33]=[CH:32][C:31]([N:34]2[CH:38]=[CH:37][CH:36]=[CH:35]2)=[CH:30][C:7]=1[C:8]([NH:10][C:11](=[O:29])[NH:12][C:13]1[S:14][C:15]2[CH:21]=[C:20]([S:22]([CH2:25][CH2:26][CH2:27][NH:4][CH:1]([CH3:3])[CH3:2])(=[O:24])=[O:23])[CH:19]=[CH:18][C:16]=2[N:17]=1)=[O:9]. The catalyst class is: 1. (3) Reactant: [Cl:1][C:2]1[CH:7]=[C:6]2[NH:8][C:9](=[O:36])[C:10]3([CH:15]([C:16]4[CH:21]=[CH:20][CH:19]=[C:18]([Cl:22])[CH:17]=4)[CH2:14][C:13](=[O:23])[N:12]([CH2:24][CH2:25][CH2:26]Cl)[CH:11]3[C:28]3[CH:33]=[C:32]([F:34])[CH:31]=[CH:30][C:29]=3[CH3:35])[C:5]2=[CH:4][CH:3]=1.[CH3:37]OC([Si](C)(C)C)C.[NH:45]1[CH2:49][CH2:48][CH2:47][CH2:46]1. Product: [CH3:25][CH2:24][N:12]([CH:11]([CH3:10])[CH3:28])[CH:13]([CH3:14])[CH3:37].[Cl:1][C:2]1[CH:7]=[C:6]2[NH:8][C:9](=[O:36])[C:10]3([CH:15]([C:16]4[CH:21]=[CH:20][CH:19]=[C:18]([Cl:22])[CH:17]=4)[CH2:14][C:13](=[O:23])[N:12]([CH2:24][CH2:25][CH2:26][N:45]4[CH2:49][CH2:48][CH2:47][CH2:46]4)[CH:11]3[C:28]3[CH:33]=[C:32]([F:34])[CH:31]=[CH:30][C:29]=3[CH3:35])[C:5]2=[CH:4][CH:3]=1. The catalyst class is: 55. (4) Product: [Cl:1][C:2]1[C:3]([F:29])=[C:4]([NH:8][C:9]2[C:18]3[C:13](=[CH:14][C:15]([O:19][C@@H:20]4[CH2:24][N:23]([CH3:25])[C@H:22]([C:26]([N:33]([CH3:34])[CH3:30])=[O:27])[CH2:21]4)=[CH:16][CH:17]=3)[N:12]=[CH:11][N:10]=2)[CH:5]=[CH:6][CH:7]=1. Reactant: [Cl:1][C:2]1[C:3]([F:29])=[C:4]([NH:8][C:9]2[C:18]3[C:13](=[CH:14][C:15]([O:19][C@@H:20]4[CH2:24][N:23]([CH3:25])[C@H:22]([C:26](O)=[O:27])[CH2:21]4)=[CH:16][CH:17]=3)[N:12]=[CH:11][N:10]=2)[CH:5]=[CH:6][CH:7]=1.[CH:30]([N:33](C(C)C)[CH2:34]C)(C)C.F[P-](F)(F)(F)(F)F.N1(OC(N(C)C)=[N+](C)C)C2N=CC=CC=2N=N1.Cl.CNC. The catalyst class is: 9. (5) Reactant: C1CCN2C(=NCCC2)CC1.[Br:12][C:13]1[CH:14]=[C:15]2[C:20](=[CH:21][CH:22]=1)[C:19]([Cl:23])=[N:18][N:17]=[C:16]2Cl.Cl.[Cl:26][C:27]1[CH:28]=[C:29]([CH:32]=[CH:33][C:34]=1[O:35][CH3:36])[CH2:30][NH2:31].CN1CCCC1=O. Product: [Br:12][C:13]1[CH:14]=[C:15]2[C:20](=[CH:21][CH:22]=1)[C:19]([Cl:23])=[N:18][N:17]=[C:16]2[NH:31][CH2:30][C:29]1[CH:32]=[CH:33][C:34]([O:35][CH3:36])=[C:27]([Cl:26])[CH:28]=1. The catalyst class is: 6.